Dataset: Drug-target binding data from BindingDB using IC50 measurements. Task: Regression. Given a target protein amino acid sequence and a drug SMILES string, predict the binding affinity score between them. We predict pIC50 (pIC50 = -log10(IC50 in M); higher means more potent). Dataset: bindingdb_ic50. (1) The drug is COCCCN1CCN([C@H]2CC[C@H](n3nc(-c4ccc5nc(Cc6ccccc6OC)[nH]c5c4)c4c(N)ncnc43)CC2)CC1. The target protein sequence is RHIVRKRTLRRLLQERELVEPLTPSGEAPNQALLRILKETEFKKIKVLGSGAFGTVYKGLWIPEGEKVKIPVAIKELREATSPKANKEILDEAYVMASVDNPHVCRLLGICLTSTVQLITQLMPFGCLLDYVREHKDNIGSQYLLNWCVQIAKGMNYLEDRRLVHRDLAARNVLVKTPQHVKITDFGRAKLLGAEEKEYHAEGGKVPIKWMALESILHRIYTHQSDVWSYGVTVWELMTFGSKPYDGIPASEISSILEKGERLPQPPICTIDVYMIMVKCWMIDADSRPKFRELIIEFSKMARDPQRYLVIQGDERMHLPSPTDSNFYRALMDEEDMDDVVDADEYLIPQQGFFSSPSTSRTPLLSSLSATSNNSTVACIDRNGLQSCPIKEDSFLQRYSSDPTGALTEDSIDDTFLPVPEYINQSVPKRPAGSVQNPVYHNQPLNPAPSRDPHYQDPHSTAVGNPEYLNTVQPTCVNSTFDSPAHWAQKGSHQISLDNP.... The pIC50 is 7.2. (2) The compound is CCCCCCOc1ccc(C(=O)NCC2CCCC(C)(C)C2)cc1. The target protein (O70344) has sequence MAAASSPPRTERKRGGWGRLLGSRRGSASLAKKCPFSLELAEGGPAGGTLYAPVAPPGALSPGSPAPPASPAAPPAGLELGPRPPVSLDPRVSIYSARRPLLARTHIQGRVYNFLERPTGWKCFVYHFAVFLIVLACLIFSVLSTIEQYAALATGTLFWMEIVLVVFFGTEYVVRLWSAGCRSKYVGIWGRLRFARKPISIIDLIVVVASMVVLCVGSKGQVFATSAIRGIRFLQILRMLHVDRQGGTWRLLGSVVFIHRQELITTLYIGFLGLIFSSYFVYLAEKDAVNESGRVEFGSYADALWWGVVTVTTIGYGDKVPQTWVGKTIASCFSVFAISFFALPAGILGSGFALKVQQKQRQKHFNRQIPAAASLIQTAWRCYAAENPDSSTWKIYVRKPARSHTLLSPSPKPKKSAMVRKKKFKPDKDNGVSPGEKMLTVPHITCDPPEERRPDHFSVDGYDSSVRKSPTLLEVSPTHFMRTNSFAEDLDLEGETLLTP.... The pIC50 is 6.4. (3) The small molecule is Clc1cc(/C=C/c2ccc(N3CCN(C4=NCCO4)CC3)cc2)cc(-c2ccncc2)c1. The target protein (P00189) has sequence MLARGLPLRSALVKACPPILSTVGEGWGHHRVGTGEGAGISTKTPRPYSEIPSPGDNGWLNLYHFWREKGSQRIHFRHIENFQKYGPIYREKLGNLESVYIIHPEDVAHLFKFEGSYPERYDIPPWLAYHRYYQKPIGVLFKKSGTWKKDRVVLNTEVMAPEAIKNFIPLLNPVSQDFVSLLHKRIKQQGSGKFVGDIKEDLFHFAFESITNVMFGERLGMLEETVNPEAQKFIDAVYKMFHTSVPLLNVPPELYRLFRTKTWRDHVAAWDTIFNKAEKYTEIFYQDLRRKTEFRNYPGILYCLLKSEKMLLEDVKANITEMLAGGVNTTSMTLQWHLYEMARSLNVQEMLREEVLNARRQAEGDISKMLQMVPLLKASIKETLRLHPISVTLQRYPESDLVLQDYLIPAKTLVQVAIYAMGRDPAFFSSPDKFDPTRWLSKDKDLIHFRNLGFGWGVRQCVGRRIAELEMTLFLIHILENFKVEMQHIGDVDTIFNLIL.... The pIC50 is 5.5. (4) The small molecule is Cc1csc(N(C)C(=O)CSc2ccc(-c3ccccc3)cn2)n1. The target protein (Q9H2X9) has sequence MSRRFTVTSLPPAGPARSPDPESRRHSVADPRHLPGEDVKGDGNPKESSPFINSTDTEKGKEYDGKNMALFEEEMDTSPMVSSLLSGLANYTNLPQGSREHEEAENNEGGKKKPVQAPRMGTFMGVYLPCLQNIFGVILFLRLTWVVGIAGIMESFCMVFICCSCTMLTAISMSAIATNGVVPAGGSYYMISRSLGPEFGGAVGLCFYLGTTFAGAMYILGTIEILLAYLFPAMAIFKAEDASGEAAAMLNNMRVYGTCVLTCMATVVFVGVKYVNKFALVFLGCVILSILAIYAGVIKSAFDPPNFPICLLGNRTLSRHGFDVCAKLAWEGNETVTTRLWGLFCSSRFLNATCDEYFTRNNVTEIQGIPGAASGLIKENLWSSYLTKGVIVERSGMTSVGLADGTPIDMDHPYVFSDMTSYFTLLVGIYFPSVTGIMAGSNRSGDLRDAQKSIPTGTILAIATTSAVYISSVVLFGACIEGVVLRDKFGEAVNGNLVVG.... The pIC50 is 5.5.